This data is from Full USPTO retrosynthesis dataset with 1.9M reactions from patents (1976-2016). The task is: Predict the reactants needed to synthesize the given product. (1) The reactants are: C([O:3][C:4](=O)[CH:5]([C:7]1[CH:8]=[C:9]2[C:14](=[CH:15][CH:16]=1)[N:13]=[CH:12][C:11]([C:17]1[CH:18]=[N:19][N:20]([CH3:22])[CH:21]=1)=[CH:10]2)[CH3:6])C.O.[NH2:25][NH2:26]. Given the product [CH3:22][N:20]1[CH:21]=[C:17]([C:11]2[CH:12]=[N:13][C:14]3[C:9]([CH:10]=2)=[CH:8][C:7]([CH:5]([CH3:6])[C:4]([NH:25][NH2:26])=[O:3])=[CH:16][CH:15]=3)[CH:18]=[N:19]1, predict the reactants needed to synthesize it. (2) Given the product [C:36]([O:35][C:34]([NH:33][CH2:32][CH2:31][CH2:30][CH2:29][NH:28][CH2:1][C:3]1[CH:12]=[CH:11][C:6]([C:7]([O:9][CH3:10])=[O:8])=[CH:5][CH:4]=1)=[O:40])([CH3:39])([CH3:38])[CH3:37], predict the reactants needed to synthesize it. The reactants are: [CH:1]([C:3]1[CH:12]=[CH:11][C:6]([C:7]([O:9][CH3:10])=[O:8])=[CH:5][CH:4]=1)=O.C[Si](C)(C)CCOCN1C=CN=C1C=O.[NH2:28][CH2:29][CH2:30][CH2:31][CH2:32][NH:33][C:34](=[O:40])[O:35][C:36]([CH3:39])([CH3:38])[CH3:37].